Dataset: Forward reaction prediction with 1.9M reactions from USPTO patents (1976-2016). Task: Predict the product of the given reaction. (1) Given the reactants [NH2:1][CH2:2][C@@H:3]1[C@H:8]([CH3:9])[CH2:7][CH2:6][CH2:5][N:4]1[C:10]([C:12]1[CH:17]=[C:16]([CH3:18])[CH:15]=[CH:14][C:13]=1[C:19]1[CH:24]=[CH:23][CH:22]=[CH:21][N:20]=1)=[O:11].Cl[C:26]1[N:31]=[CH:30][C:29]([F:32])=[CH:28][N:27]=1, predict the reaction product. The product is: [F:32][C:29]1[CH:28]=[N:27][C:26]([NH:1][CH2:2][C@@H:3]2[C@H:8]([CH3:9])[CH2:7][CH2:6][CH2:5][N:4]2[C:10]([C:12]2[CH:17]=[C:16]([CH3:18])[CH:15]=[CH:14][C:13]=2[C:19]2[CH:24]=[CH:23][CH:22]=[CH:21][N:20]=2)=[O:11])=[N:31][CH:30]=1. (2) Given the reactants FC1C=C(F)C=CC=1N[S:10]([CH:13]1[C:18]([C:19]([O:21][CH2:22][CH3:23])=[O:20])=[CH:17][CH2:16][CH2:15][CH2:14]1)(=O)=O.[CH3:24][O:25][C:26]1[CH:31]=[CH:30][C:29]([CH2:32]S)=[CH:28][CH:27]=1, predict the reaction product. The product is: [CH3:24][O:25][C:26]1[CH:31]=[CH:30][C:29]([CH2:32][S:10][CH:13]2[C:18]([C:19]([O:21][CH2:22][CH3:23])=[O:20])=[CH:17][CH2:16][CH2:15][CH2:14]2)=[CH:28][CH:27]=1. (3) Given the reactants Br[C:2]1[C:3]([O:13][CH3:14])=[C:4]2[C:8](=[CH:9][CH:10]=1)[N:7]([CH3:11])[C:6](=[O:12])[CH2:5]2.[N:15]1[CH:20]=[CH:19][CH:18]=[C:17](B(O)O)[CH:16]=1.COCCOC.C(=O)([O-])[O-].[Na+].[Na+], predict the reaction product. The product is: [CH3:14][O:13][C:3]1[C:2]([C:17]2[CH:16]=[N:15][CH:20]=[CH:19][CH:18]=2)=[CH:10][CH:9]=[C:8]2[C:4]=1[CH2:5][C:6](=[O:12])[N:7]2[CH3:11]. (4) Given the reactants [Cl:1][C:2]1[CH:7]=[CH:6][C:5]([CH:8]([NH:18][C:19]2[CH:24]=[C:23]([CH3:25])[C:22](=[O:26])[N:21]([CH3:27])[CH:20]=2)[C:9]2[C:10]([C:15](O)=[O:16])=[N:11][N:12]([CH3:14])[CH:13]=2)=[CH:4][CH:3]=1, predict the reaction product. The product is: [Cl:1][C:2]1[CH:3]=[CH:4][C:5]([CH:8]2[C:9]3[C:10](=[N:11][N:12]([CH3:14])[CH:13]=3)[C:15](=[O:16])[N:18]2[C:19]2[CH:24]=[C:23]([CH3:25])[C:22](=[O:26])[N:21]([CH3:27])[CH:20]=2)=[CH:6][CH:7]=1. (5) Given the reactants [NH2:1][C:2]1[C:10]([Br:11])=[CH:9][CH:8]=[CH:7][C:3]=1[C:4](O)=[O:5].[N:12]([CH3:15])=[C:13]=[S:14].CCN(CC)CC, predict the reaction product. The product is: [Br:11][C:10]1[CH:9]=[CH:8][CH:7]=[C:3]2[C:2]=1[NH:1][C:13](=[S:14])[N:12]([CH3:15])[C:4]2=[O:5]. (6) Given the reactants ClCCl.[OH:4][C@H:5]1[CH2:9][CH2:8][NH:7][CH2:6]1.C(N(CC)CC)C.[C:17]([N:21]=[C:22]=[O:23])([CH3:20])([CH3:19])[CH3:18], predict the reaction product. The product is: [C:17]([NH:21][C:22]([N:7]1[CH2:8][CH2:9][C@H:5]([OH:4])[CH2:6]1)=[O:23])([CH3:20])([CH3:19])[CH3:18]. (7) The product is: [Cl:18][C:19]1[C:24]2[NH:25][C:26]([CH:28]3[CH2:32][CH2:31][O:30][CH2:29]3)=[N:27][C:23]=2[CH:22]=[C:21]([O:33][C:34]2[N:35]=[CH:36][N:37]=[C:38]([N:14]3[CH2:13][CH2:12][C:5]4([O:4][C:3](=[O:17])[NH:2][C:7]5[N:8]=[CH:9][CH:10]=[CH:11][C:6]4=5)[CH2:16][CH2:15]3)[CH:39]=2)[CH:20]=1. Given the reactants Cl.[NH:2]1[C:7]2[N:8]=[CH:9][CH:10]=[CH:11][C:6]=2[C:5]2([CH2:16][CH2:15][NH:14][CH2:13][CH2:12]2)[O:4][C:3]1=[O:17].[Cl:18][C:19]1[C:24]2[NH:25][C:26]([CH:28]3[CH2:32][CH2:31][O:30][CH2:29]3)=[N:27][C:23]=2[CH:22]=[C:21]([O:33][C:34]2[CH:39]=[C:38](Cl)[N:37]=[CH:36][N:35]=2)[CH:20]=1.CCN(C(C)C)C(C)C, predict the reaction product. (8) Given the reactants [CH3:1][O:2][C:3]1[CH:14]=[CH:13][C:6]([O:7][CH2:8][C:9]([NH:11][NH2:12])=O)=[CH:5][CH:4]=1.[C:15]1([CH2:21][CH2:22][N:23]=[C:24]=[S:25])[CH:20]=[CH:19][CH:18]=[CH:17][CH:16]=1, predict the reaction product. The product is: [CH3:1][O:2][C:3]1[CH:14]=[CH:13][C:6]([O:7][CH2:8][C:9]2[N:23]([CH2:22][CH2:21][C:15]3[CH:20]=[CH:19][CH:18]=[CH:17][CH:16]=3)[C:24](=[S:25])[NH:12][N:11]=2)=[CH:5][CH:4]=1.